This data is from Full USPTO retrosynthesis dataset with 1.9M reactions from patents (1976-2016). The task is: Predict the reactants needed to synthesize the given product. (1) Given the product [Cl:1][C:2]1[CH:3]=[C:4]2[C:8](=[CH:9][CH:10]=1)[NH:7][C:6]([C:11]([NH2:24])=[O:12])=[C:5]2[S:16]([CH2:19][CH:20]1[CH2:23][CH2:22][CH2:21]1)(=[O:18])=[O:17], predict the reactants needed to synthesize it. The reactants are: [Cl:1][C:2]1[CH:3]=[C:4]2[C:8](=[CH:9][CH:10]=1)[NH:7][C:6]([C:11](OCC)=[O:12])=[C:5]2[S:16]([CH2:19][CH:20]1[CH2:23][CH2:22][CH2:21]1)(=[O:18])=[O:17].[NH3:24]. (2) Given the product [CH2:22]([O:24][C:25](=[O:27])[NH:26][C:17]([CH:8]1[C:7]2[CH:6]=[CH:5][CH:4]=[C:3]([C:2]([F:21])([F:20])[F:1])[C:16]=2[O:15][C:14]2[C:9]1=[CH:10][CH:11]=[CH:12][CH:13]=2)=[O:18])[CH3:23], predict the reactants needed to synthesize it. The reactants are: [F:1][C:2]([F:21])([F:20])[C:3]1[C:16]2[O:15][C:14]3[C:9](=[CH:10][CH:11]=[CH:12][CH:13]=3)[CH:8]([C:17](Cl)=[O:18])[C:7]=2[CH:6]=[CH:5][CH:4]=1.[CH2:22]([O:24][C:25](=[O:27])[NH2:26])[CH3:23]. (3) The reactants are: [CH3:1][C:2]1([C:7]2[N:8]=[C:9]([CH2:12][N:13]3[N:17]=[C:16]([NH2:18])[CH:15]=[N:14]3)[S:10][CH:11]=2)[O:6]CCO1.[CH3:19][C:20]1[O:21][C:22]([C:28]2[CH:33]=[CH:32][CH:31]=[CH:30][CH:29]=2)=[C:23]([C:25](O)=[O:26])[N:24]=1. Given the product [C:2]([C:7]1[N:8]=[C:9]([CH2:12][N:13]2[N:17]=[C:16]([NH:18][C:25]([C:23]3[N:24]=[C:20]([CH3:19])[O:21][C:22]=3[C:28]3[CH:29]=[CH:30][CH:31]=[CH:32][CH:33]=3)=[O:26])[CH:15]=[N:14]2)[S:10][CH:11]=1)(=[O:6])[CH3:1], predict the reactants needed to synthesize it. (4) Given the product [F:23][C:24]1[CH:31]=[CH:30][C:27]([CH2:28][NH:29][C:20]([C:10]2[C:9]([OH:8])=[C:13]3[C:14](=[O:19])[NH:15][CH2:16][CH2:17][CH2:18][N:12]3[N:11]=2)=[O:22])=[CH:26][CH:25]=1, predict the reactants needed to synthesize it. The reactants are: C([O:8][C:9]1[C:10]([C:20]([OH:22])=O)=[N:11][N:12]2[CH2:18][CH2:17][CH2:16][NH:15][C:14](=[O:19])[C:13]=12)C1C=CC=CC=1.[F:23][C:24]1[CH:31]=[CH:30][C:27]([CH2:28][NH2:29])=[CH:26][CH:25]=1. (5) The reactants are: [O:1]1[C:5]2[CH:6]=[CH:7][CH:8]=[CH:9][C:4]=2[C:3]([NH:10][C:11]2[CH:16]=[CH:15][CH:14]=[C:13]([NH2:17])[CH:12]=2)=[N:2]1.I.CS[C:21]([C:23]1[S:24][CH:25]=[CH:26][CH:27]=1)=[NH:22].C(OCC)(=O)C.C(=O)([O-])[O-].[K+].[K+]. Given the product [O:1]1[C:5]2[CH:6]=[CH:7][CH:8]=[CH:9][C:4]=2[C:3]([NH:10][C:11]2[CH:12]=[C:13]([NH:17][C:21]([C:23]3[S:24][CH:25]=[CH:26][CH:27]=3)=[NH:22])[CH:14]=[CH:15][CH:16]=2)=[N:2]1, predict the reactants needed to synthesize it.